This data is from NCI-60 drug combinations with 297,098 pairs across 59 cell lines. The task is: Regression. Given two drug SMILES strings and cell line genomic features, predict the synergy score measuring deviation from expected non-interaction effect. (1) Drug 1: C1=NC2=C(N=C(N=C2N1C3C(C(C(O3)CO)O)O)F)N. Drug 2: COCCOC1=C(C=C2C(=C1)C(=NC=N2)NC3=CC=CC(=C3)C#C)OCCOC.Cl. Cell line: T-47D. Synergy scores: CSS=2.36, Synergy_ZIP=-1.28, Synergy_Bliss=-0.0352, Synergy_Loewe=-2.60, Synergy_HSA=-2.04. (2) Drug 1: CC1=C2C(C(=O)C3(C(CC4C(C3C(C(C2(C)C)(CC1OC(=O)C(C(C5=CC=CC=C5)NC(=O)OC(C)(C)C)O)O)OC(=O)C6=CC=CC=C6)(CO4)OC(=O)C)O)C)O. Drug 2: CS(=O)(=O)CCNCC1=CC=C(O1)C2=CC3=C(C=C2)N=CN=C3NC4=CC(=C(C=C4)OCC5=CC(=CC=C5)F)Cl. Cell line: NCI-H522. Synergy scores: CSS=26.2, Synergy_ZIP=7.61, Synergy_Bliss=9.17, Synergy_Loewe=6.64, Synergy_HSA=8.28.